Dataset: Catalyst prediction with 721,799 reactions and 888 catalyst types from USPTO. Task: Predict which catalyst facilitates the given reaction. (1) Reactant: [CH3:1][N:2]([CH3:24])[CH2:3][CH2:4][N:5]1[C:13]2[C:8](=[CH:9][C:10]([O:14][C:15]3[CH:22]=[CH:21][C:20]([F:23])=[CH:19][C:16]=3[C:17]#[N:18])=[CH:11][CH:12]=2)[CH:7]=[N:6]1.[H-].[H-].[H-].[H-].[Li+].[Al+3]. The catalyst class is: 1. Product: [NH2:18][CH2:17][C:16]1[CH:19]=[C:20]([F:23])[CH:21]=[CH:22][C:15]=1[O:14][C:10]1[CH:9]=[C:8]2[C:13](=[CH:12][CH:11]=1)[N:5]([CH2:4][CH2:3][N:2]([CH3:24])[CH3:1])[N:6]=[CH:7]2. (2) Reactant: [N:1]1[CH:6]=[CH:5][CH:4]=[CH:3][C:2]=1[C:7]([NH:9][C:10]1[C:11]([C:21]([OH:23])=O)=[N:12][N:13]([CH:15]2[CH2:20][CH2:19][CH2:18][CH2:17][O:16]2)[CH:14]=1)=[O:8].Cl.[NH2:25][CH2:26][CH2:27][CH2:28][C:29]([O:31][CH2:32][CH3:33])=[O:30].CCN=C=NCCCN(C)C.C1C=CC2N(O)N=NC=2C=1.C(=O)([O-])O.[Na+]. Product: [N:1]1[CH:6]=[CH:5][CH:4]=[CH:3][C:2]=1[C:7]([NH:9][C:10]1[C:11]([C:21]([NH:25][CH2:26][CH2:27][CH2:28][C:29]([O:31][CH2:32][CH3:33])=[O:30])=[O:23])=[N:12][N:13]([CH:15]2[CH2:20][CH2:19][CH2:18][CH2:17][O:16]2)[CH:14]=1)=[O:8]. The catalyst class is: 3. (3) Reactant: [N+:1]([C:4]1[CH:5]=[C:6]([OH:10])[CH:7]=[CH:8][CH:9]=1)([O-:3])=[O:2].Br[CH:12]([Cl:14])[CH3:13].C([O-])([O-])=O.[K+].[K+]. Product: [Cl:14][CH2:12][CH2:13][O:10][C:6]1[CH:7]=[CH:8][CH:9]=[C:4]([N+:1]([O-:3])=[O:2])[CH:5]=1. The catalyst class is: 18. (4) Reactant: CCC(C)[BH-](C(C)CC)C(C)CC.[Li+].[CH3:15][Si:16]([CH3:25])([CH3:24])[CH:17]1[CH2:22][CH2:21][C:20](=[O:23])[CH2:19][CH2:18]1. Product: [CH3:15][Si:16]([CH3:25])([CH3:24])[C@@H:17]1[CH2:22][CH2:21][C@H:20]([OH:23])[CH2:19][CH2:18]1. The catalyst class is: 1. (5) Reactant: C([O:3][C:4](=O)[CH2:5][CH2:6][C:7]1[CH:8]=[N:9][C:10]([C:13]2[CH:18]=[CH:17][CH:16]=[CH:15][C:14]=2[F:19])=[CH:11][CH:12]=1)C.[BH4-].[Li+].O. Product: [F:19][C:14]1[CH:15]=[CH:16][CH:17]=[CH:18][C:13]=1[C:10]1[N:9]=[CH:8][C:7]([CH2:6][CH2:5][CH2:4][OH:3])=[CH:12][CH:11]=1. The catalyst class is: 1. (6) Reactant: [C:1]([N:8](C)[C@H:9](C(O)=O)C)([O:3][C:4]([CH3:7])([CH3:6])[CH3:5])=[O:2]. Product: [C:4]([O:3][C:1](=[O:2])[NH:8][CH3:9])([CH3:7])([CH3:6])[CH3:5]. The catalyst class is: 9. (7) Reactant: [Cl:1][C:2]1[CH:7]=[CH:6][C:5]([N:8]2[C:16]([NH:17][C:18]3[CH:23]=[CH:22][CH:21]=[CH:20][CH:19]=3)=[C:15]3[C:10]([CH:11]=[CH:12][CH:13]=[CH:14]3)=[N:9]2)=[CH:4][CH:3]=1.[CH:24]1([N:30]=[C:31]=[O:32])[CH2:29][CH2:28][CH2:27][CH2:26][CH2:25]1. Product: [Cl:1][C:2]1[CH:3]=[CH:4][C:5]([N:8]2[C:16]([N:17]([C:18]3[CH:19]=[CH:20][CH:21]=[CH:22][CH:23]=3)[C:31]([NH:30][CH:24]3[CH2:29][CH2:28][CH2:27][CH2:26][CH2:25]3)=[O:32])=[C:15]3[C:10]([CH:11]=[CH:12][CH:13]=[CH:14]3)=[N:9]2)=[CH:6][CH:7]=1. The catalyst class is: 11. (8) The catalyst class is: 11. Reactant: [C:1]([Si:5]([C:25]1[CH:30]=[CH:29][CH:28]=[CH:27][CH:26]=1)([C:19]1[CH:24]=[CH:23][CH:22]=[CH:21][CH:20]=1)[O:6][CH:7]([C:16]#[C:17][CH3:18])[CH2:8][CH2:9][C:10]1[CH:15]=[CH:14][CH:13]=[CH:12][CH:11]=1)([CH3:4])([CH3:3])[CH3:2].[C:31]1(C#C[C:31]2[CH:36]=[CH:35]C=[CH:33][CH:32]=2)[CH:36]=[CH:35]C=[CH:33][CH:32]=1. Product: [C:1]([Si:5]([O:6][CH:7]([CH2:8][CH2:9][C:10]1[CH:11]=[CH:12][CH:13]=[CH:14][CH:15]=1)[C:16]#[C:17][C:18]1[CH:35]=[CH:36][CH:31]=[CH:32][CH:33]=1)([C:19]1[CH:24]=[CH:23][CH:22]=[CH:21][CH:20]=1)[C:25]1[CH:30]=[CH:29][CH:28]=[CH:27][CH:26]=1)([CH3:2])([CH3:3])[CH3:4]. (9) Reactant: C(=O)([O-])[O-].[Cs+].[Cs+].[CH2:7]([O:9][C:10](=[O:21])[C@H:11]([NH2:20])[CH2:12][CH2:13][CH2:14][C:15]([O:17][CH2:18][CH3:19])=[O:16])[CH3:8].[I-].[K+].[CH3:24][O:25][C:26](=[O:34])[CH2:27][CH2:28][CH2:29][S:30][CH2:31][CH2:32]Cl.C([O-])(O)=O.[Na+]. Product: [CH2:7]([O:9][C:10](=[O:21])[C@H:11]([NH:20][CH2:32][CH2:31][S:30][CH2:29][CH2:28][CH2:27][C:26]([O:25][CH3:24])=[O:34])[CH2:12][CH2:13][CH2:14][C:15]([O:17][CH2:18][CH3:19])=[O:16])[CH3:8]. The catalyst class is: 18.